From a dataset of hERG Central: cardiac toxicity at 1µM, 10µM, and general inhibition. Predict hERG channel inhibition at various concentrations. (1) The compound is Clc1cccc(CN2CCN(c3nc4nonc4nc3NC3CC3)CC2)c1. Results: hERG_inhib (hERG inhibition (general)): blocker. (2) The molecule is CCOC(=O)c1c(NC(=O)Cc2ccccc2)sc2c1CCN(CC)C2.Cl. Results: hERG_inhib (hERG inhibition (general)): blocker. (3) The compound is CN1CCCC(OC(=O)C(c2ccccc2)c2ccccc2)C1. Results: hERG_inhib (hERG inhibition (general)): blocker. (4) The molecule is CCc1ccccc1NC(=O)CN1CCN(C(=O)c2cccc(-n3cnnn3)c2)CC1. Results: hERG_inhib (hERG inhibition (general)): blocker.